Dataset: Reaction yield outcomes from USPTO patents with 853,638 reactions. Task: Predict the reaction yield, written as a fraction of the theoretical maximum amount of product (1.0 means a 100% yield; for example, 0.34 means a 34% yield). (1) The reactants are [CH3:1][O:2][C:3]1[CH:18]=[CH:17][C:6]([C:7]([O:9][CH2:10][C:11]2[CH:16]=[CH:15][CH:14]=[CH:13][CH:12]=2)=[O:8])=[CH:5][C:4]=1[NH:19][S:20]([CH3:23])(=[O:22])=[O:21].Br[CH2:25][C:26]([NH2:28])=[O:27].C([O-])([O-])=O.[K+].[K+]. The catalyst is CN(C=O)C.O. The product is [NH2:28][C:26](=[O:27])[CH2:25][N:19]([C:4]1[CH:5]=[C:6]([CH:17]=[CH:18][C:3]=1[O:2][CH3:1])[C:7]([O:9][CH2:10][C:11]1[CH:16]=[CH:15][CH:14]=[CH:13][CH:12]=1)=[O:8])[S:20]([CH3:23])(=[O:22])=[O:21]. The yield is 0.940. (2) The reactants are [Cl:1][C:2]1[CH:3]=[C:4]([C:9]2[O:13][C:12]([CH2:14][NH:15][CH:16]3[CH2:21][CH2:20][N:19]([CH2:22][CH2:23][CH:24]([CH3:26])[CH3:25])[CH2:18][CH2:17]3)=[CH:11][CH:10]=2)[CH:5]=[CH:6][C:7]=1[Cl:8].[CH2:27]([C:32]1[CH:40]=[CH:39][C:35]([C:36](Cl)=[O:37])=[CH:34][CH:33]=1)[CH2:28][CH2:29][CH2:30][CH3:31]. No catalyst specified. The product is [Cl:1][C:2]1[CH:3]=[C:4]([C:9]2[O:13][C:12]([CH2:14][N:15]([CH:16]3[CH2:21][CH2:20][N:19]([CH2:22][CH2:23][CH:24]([CH3:26])[CH3:25])[CH2:18][CH2:17]3)[C:36](=[O:37])[C:35]3[CH:39]=[CH:40][C:32]([CH2:27][CH2:28][CH2:29][CH2:30][CH3:31])=[CH:33][CH:34]=3)=[CH:11][CH:10]=2)[CH:5]=[CH:6][C:7]=1[Cl:8]. The yield is 0.680. (3) The reactants are C(O[CH:4](OCC)[CH2:5][N:6]([CH3:8])[CH3:7])C.Cl.[OH-].[K+].[Cl:15][C:16]1[CH:17]=[C:18]([NH:23][C:24]2[C:25]3[CH:33]=[C:32]([NH:34][C:35](=[O:45])[CH2:36]P(=O)(OCC)OCC)[N:31]=[CH:30][C:26]=3[N:27]=[CH:28][N:29]=2)[CH:19]=[CH:20][C:21]=1[Cl:22].[Li+].[Cl-]. The catalyst is O.C(Cl)Cl.CO.CC(N(C)C)=O.C1COCC1. The product is [Cl:15][C:16]1[CH:17]=[C:18]([CH:19]=[CH:20][C:21]=1[Cl:22])[NH:23][C:24]1[C:25]2[CH:33]=[C:32]([NH:34][C:35](=[O:45])/[CH:36]=[CH:4]/[CH2:5][N:6]([CH3:7])[CH3:8])[N:31]=[CH:30][C:26]=2[N:27]=[CH:28][N:29]=1. The yield is 0.950. (4) The reactants are C([NH:4][C@:5]1([C:22](NC(C)(C)C)=[O:23])[C@@H:9]([CH2:10][CH2:11][CH2:12][B:13]2[O:17]C(C)(C)C(C)(C)[O:14]2)[CH2:8][NH:7][CH2:6]1)(=O)C.[CH3:29][N:30]1[CH:34]=[CH:33][N:32]=[C:31]1[CH:35]=O.S([O-])([O-])(=O)=[O:38].[Na+].[Na+].C(O)(=O)C.C(O[BH-](OC(=O)C)OC(=O)C)(=O)C.[Na+].C(=O)([O-])[O-].[Na+].[Na+]. The catalyst is ClCCCl. The product is [NH2:4][C@:5]1([C:22]([OH:23])=[O:38])[C@@H:9]([CH2:10][CH2:11][CH2:12][B:13]([OH:14])[OH:17])[CH2:8][N:7]([CH2:35][C:31]2[N:30]([CH3:29])[CH:34]=[CH:33][N:32]=2)[CH2:6]1. The yield is 0.670. (5) The reactants are [CH:1]1([CH2:4][O:5][C:6]2[C:7](O)=[N:8][C:9]([S:12][CH3:13])=[N:10][CH:11]=2)[CH2:3][CH2:2]1.O=P(Cl)(Cl)[Cl:17].CC(=O)OCC. The catalyst is CC#N. The product is [Cl:17][C:7]1[C:6]([O:5][CH2:4][CH:1]2[CH2:3][CH2:2]2)=[CH:11][N:10]=[C:9]([S:12][CH3:13])[N:8]=1. The yield is 0.636. (6) The reactants are [Cl:1][C:2]1[CH:3]=[C:4]([C:9]2[S:10][CH:11]=[CH:12][C:13]=2[CH2:14][C:15]([O:17][CH2:18][CH3:19])=[O:16])[CH:5]=[CH:6][C:7]=1[Cl:8].[CH3:20][O:21][C:22]1[CH:27]=[CH:26][C:25]([S:28](Cl)(=[O:30])=[O:29])=[CH:24][CH:23]=1.[Cl-].[Al+3].[Cl-].[Cl-]. The catalyst is ClCCl. The product is [Cl:1][C:2]1[CH:3]=[C:4]([C:9]2[S:10][C:11]([S:28]([C:25]3[CH:24]=[CH:23][C:22]([O:21][CH3:20])=[CH:27][CH:26]=3)(=[O:30])=[O:29])=[CH:12][C:13]=2[CH2:14][C:15]([O:17][CH2:18][CH3:19])=[O:16])[CH:5]=[CH:6][C:7]=1[Cl:8]. The yield is 0.760.